From a dataset of Full USPTO retrosynthesis dataset with 1.9M reactions from patents (1976-2016). Predict the reactants needed to synthesize the given product. (1) The reactants are: [N:1]1[C:10]2[C:5](=[N:6][CH:7]=[CH:8][CH:9]=2)[CH:4]=[CH:3][C:2]=1[CH2:11]O.Cl.S1C2C=C[N:19]=CC=2C=C1CN. Given the product [N:1]1[C:10]2[C:5](=[N:6][CH:7]=[CH:8][CH:9]=2)[CH:4]=[CH:3][C:2]=1[CH2:11][NH2:19], predict the reactants needed to synthesize it. (2) Given the product [CH2:13]([CH:15]([CH2:47][CH3:48])[CH2:16][NH:17][CH2:18][C:19]1[S:23][C:22]([B:10]([OH:12])[OH:11])=[CH:21][CH:20]=1)[CH3:14], predict the reactants needed to synthesize it. The reactants are: C(NCC1SC([B:10]([OH:12])[OH:11])=CC=1)C.[CH2:13]([CH:15]([CH2:47][CH3:48])[CH2:16][NH:17][CH2:18][C:19]1[S:23][C:22](C2C=C3C(=C(C(N)=O)C=2)NC=C3C2CCN(S(CC)(=O)=O)CC2)=[CH:21][CH:20]=1)[CH3:14].C(C1SC(B(O)O)=CC=1)=O.[BH3-]C#N.[Na+].C(C(CC)CN)C. (3) Given the product [CH2:17]([O:24][C:25](=[O:48])[CH2:26][N:27]([CH2:44][CH2:45][CH2:46][CH3:47])[S:28]([C:31]1[CH:36]=[CH:35][C:34]([N:37]2[CH2:38][CH2:39][CH:40]([NH:1][CH2:2][C@H:3]([OH:4])[C:5]3[CH:6]=[CH:7][C:8]([OH:16])=[C:9]([NH:11][S:12]([CH3:15])(=[O:14])=[O:13])[CH:10]=3)[CH2:41][CH2:42]2)=[CH:33][CH:32]=1)(=[O:30])=[O:29])[C:18]1[CH:23]=[CH:22][CH:21]=[CH:20][CH:19]=1, predict the reactants needed to synthesize it. The reactants are: [NH2:1][CH2:2][C@@H:3]([C:5]1[CH:6]=[CH:7][C:8]([OH:16])=[C:9]([NH:11][S:12]([CH3:15])(=[O:14])=[O:13])[CH:10]=1)[OH:4].[CH2:17]([O:24][C:25](=[O:48])[CH2:26][N:27]([CH2:44][CH2:45][CH2:46][CH3:47])[S:28]([C:31]1[CH:36]=[CH:35][C:34]([N:37]2[CH2:42][CH2:41][C:40](=O)[CH2:39][CH2:38]2)=[CH:33][CH:32]=1)(=[O:30])=[O:29])[C:18]1[CH:23]=[CH:22][CH:21]=[CH:20][CH:19]=1. (4) Given the product [CH2:36]([NH:43][C:19]([C:18]1[CH:17]=[C:16]([C:22]2[CH:27]=[CH:26][N:25]=[C:24](/[CH:28]=[CH:29]/[C:30]3[CH:35]=[CH:34][CH:33]=[CH:32][CH:31]=3)[CH:23]=2)[NH:15][C:14]=1[CH:11]1[CH2:12][CH2:13][NH:8][CH2:9][CH2:10]1)=[O:20])[C:37]1[CH:42]=[CH:41][CH:40]=[CH:39][CH:38]=1, predict the reactants needed to synthesize it. The reactants are: C(OC([N:8]1[CH2:13][CH2:12][CH:11]([C:14]2[NH:15][C:16]([C:22]3[CH:27]=[CH:26][N:25]=[C:24](/[CH:28]=[CH:29]/[C:30]4[CH:35]=[CH:34][CH:33]=[CH:32][CH:31]=4)[CH:23]=3)=[CH:17][C:18]=2[C:19](O)=[O:20])[CH2:10][CH2:9]1)=O)(C)(C)C.[CH2:36]([NH2:43])[C:37]1[CH:42]=[CH:41][CH:40]=[CH:39][CH:38]=1. (5) Given the product [Cl:1][C:2]1[C:7]([Cl:8])=[CH:6][CH:5]=[CH:4][C:3]=1[C:9]([N:11]1[CH2:16][CH2:15][C:14]2[N:17]([C:20]3[N:25]=[C:24]([CH3:26])[CH:23]=[C:22]([CH3:27])[N:21]=3)[N:18]=[N:19][C:13]=2[CH:12]1[CH3:28])=[O:10], predict the reactants needed to synthesize it. The reactants are: [Cl:1][C:2]1[C:7]([Cl:8])=[CH:6][CH:5]=[CH:4][C:3]=1[C:9]([N:11]1[CH:16]=[CH:15][C:14]2[N:17]([C:20]3[N:25]=[C:24]([CH3:26])[CH:23]=[C:22]([CH3:27])[N:21]=3)[N:18]=[N:19][C:13]=2[CH:12]1[CH3:28])=[O:10].ClC1C(C(F)(F)F)=CC=CC=1C(N1C=CC2N(C3C(C)=CC(C)=CN=3)N=NC=2C1C)=O. (6) The reactants are: [CH2:1](Br)[C:2]1[CH:7]=[CH:6][CH:5]=[CH:4][CH:3]=1.[OH:9][C:10]1[CH:15]=[CH:14][C:13](B(O)O)=[CH:12][CH:11]=1.[O-]P([O-])([O-])=O.[K+].[K+].[K+]. Given the product [CH2:1]([C:13]1[CH:14]=[CH:15][C:10]([OH:9])=[CH:11][CH:12]=1)[C:2]1[CH:7]=[CH:6][CH:5]=[CH:4][CH:3]=1, predict the reactants needed to synthesize it. (7) Given the product [CH3:26][O:25][C:23]([C:17]1[CH:16]=[CH:15][C:14]2[C:13]([C:11]3[S:12][C:8]([C:6]4[CH:5]=[C:4]([CH3:28])[CH:3]=[C:2]([NH:1][C:30]5[CH:35]=[C:34]([Cl:36])[CH:33]=[CH:32][N:31]=5)[N:7]=4)=[CH:9][N:10]=3)([OH:27])[CH2:22][CH2:21][CH2:20][C:19]=2[CH:18]=1)=[O:24], predict the reactants needed to synthesize it. The reactants are: [NH2:1][C:2]1[N:7]=[C:6]([C:8]2[S:12][C:11]([C@@:13]3([OH:27])[CH2:22][CH2:21][CH2:20][C:19]4[CH:18]=[C:17]([C:23]([O:25][CH3:26])=[O:24])[CH:16]=[CH:15][C:14]3=4)=[N:10][CH:9]=2)[CH:5]=[C:4]([CH3:28])[CH:3]=1.Br[C:30]1[CH:35]=[C:34]([Cl:36])[CH:33]=[CH:32][N:31]=1.C(=O)([O-])[O-].[Cs+].[Cs+].